Dataset: Forward reaction prediction with 1.9M reactions from USPTO patents (1976-2016). Task: Predict the product of the given reaction. (1) Given the reactants I[C:2]1[C:3](=[O:31])[N:4]([CH2:23][CH2:24][C:25]2[CH:30]=[CH:29][CH:28]=[CH:27][CH:26]=2)[C:5]([C:9]2[CH:14]=[CH:13][CH:12]=[CH:11][C:10]=2[O:15][CH2:16][C:17]2[CH:22]=[CH:21][CH:20]=[CH:19][CH:18]=2)=[N:6][C:7]=1[CH3:8].[S:32]1[CH:36]=[CH:35][C:34](B(O)O)=[CH:33]1.C(O)C.C(=O)([O-])[O-].[Na+].[Na+], predict the reaction product. The product is: [CH3:8][C:7]1[N:6]=[C:5]([C:9]2[CH:14]=[CH:13][CH:12]=[CH:11][C:10]=2[O:15][CH2:16][C:17]2[CH:18]=[CH:19][CH:20]=[CH:21][CH:22]=2)[N:4]([CH2:23][CH2:24][C:25]2[CH:30]=[CH:29][CH:28]=[CH:27][CH:26]=2)[C:3](=[O:31])[C:2]=1[C:34]1[CH:35]=[CH:36][S:32][CH:33]=1. (2) Given the reactants [C:1]([C:5]1[N:10]=[C:9]([O:11][CH2:12][CH3:13])[C:8]([C:14]2[N:15]([C:33](Cl)=[O:34])[CH:16]([C:26]3[CH:31]=[CH:30][C:29]([Cl:32])=[CH:28][CH:27]=3)[CH:17]([C:19]3[CH:24]=[CH:23][C:22]([Cl:25])=[CH:21][CH:20]=3)[N:18]=2)=[CH:7][N:6]=1)([CH3:4])([CH3:3])[CH3:2].[N:36]1([CH:41]2[CH2:46][CH2:45][NH:44][CH2:43][CH2:42]2)[CH2:40][CH2:39][CH2:38][CH2:37]1, predict the reaction product. The product is: [C:1]([C:5]1[N:10]=[C:9]([O:11][CH2:12][CH3:13])[C:8]([C:14]2[N:15]([C:33]([N:44]3[CH2:45][CH2:46][CH:41]([N:36]4[CH2:40][CH2:39][CH2:38][CH2:37]4)[CH2:42][CH2:43]3)=[O:34])[C@H:16]([C:26]3[CH:31]=[CH:30][C:29]([Cl:32])=[CH:28][CH:27]=3)[C@H:17]([C:19]3[CH:24]=[CH:23][C:22]([Cl:25])=[CH:21][CH:20]=3)[N:18]=2)=[CH:7][N:6]=1)([CH3:3])([CH3:2])[CH3:4]. (3) Given the reactants [NH:1]1[CH:5]=[C:4]([CH:6]=[O:7])[N:3]=[CH:2]1.[H-].[Na+].[CH2:10](Br)[CH2:11][CH2:12][CH3:13].C1OCCOCCOCCOCCOCCOC1.[Cl-].[NH4+], predict the reaction product. The product is: [CH2:10]([N:1]1[CH:5]=[C:4]([CH:6]=[O:7])[N:3]=[CH:2]1)[CH2:11][CH2:12][CH3:13]. (4) Given the reactants [BH4-].[Na+].CO.[O:5]1[CH2:9][CH2:8][CH:7]([CH2:10][NH:11][C:12]([C:14]2[C:18]([CH:19]=[O:20])=[C:17]([CH2:21][O:22][CH2:23][C:24]3[CH:33]=[CH:32][C:31]4[C:26](=[CH:27][CH:28]=[CH:29][CH:30]=4)[CH:25]=3)[O:16][N:15]=2)=[O:13])[CH2:6]1, predict the reaction product. The product is: [O:5]1[CH2:9][CH2:8][CH:7]([CH2:10][NH:11][C:12]([C:14]2[C:18]([CH2:19][OH:20])=[C:17]([CH2:21][O:22][CH2:23][C:24]3[CH:33]=[CH:32][C:31]4[C:26](=[CH:27][CH:28]=[CH:29][CH:30]=4)[CH:25]=3)[O:16][N:15]=2)=[O:13])[CH2:6]1. (5) Given the reactants FC(F)(F)C(O)=O.[S:8]1[C:12]2[CH:13]=[CH:14][CH:15]=[CH:16][C:11]=2[CH:10]=[C:9]1[C:17]([NH:19][C@@H:20]([CH2:41][CH:42]([CH3:44])[CH3:43])[C:21]([N:23]1[CH2:28][CH2:27][N:26]([C:29](=[O:40])[C@@H:30]([NH:32]C(=O)OC(C)(C)C)[CH3:31])[CH2:25][CH2:24]1)=[O:22])=[O:18], predict the reaction product. The product is: [NH2:32][C@@H:30]([CH3:31])[C:29]([N:26]1[CH2:25][CH2:24][N:23]([C:21]([C@@H:20]([NH:19][C:17]([C:9]2[S:8][C:12]3[CH:13]=[CH:14][CH:15]=[CH:16][C:11]=3[CH:10]=2)=[O:18])[CH2:41][CH:42]([CH3:44])[CH3:43])=[O:22])[CH2:28][CH2:27]1)=[O:40]. (6) The product is: [C:7]([C:9]1[CH:10]=[CH:11][C:12]2[O:16][C:15]([CH:17]([C:18]3[C:26]([O:27][CH3:28])=[CH:25][C:24]([CH3:29])=[C:23]4[C:19]=3[CH:20]=[CH:21][N:22]4[C:30]([O:32][C:33]([CH3:34])([CH3:36])[CH3:35])=[O:31])[CH2:57][C:58]([O:60][CH3:61])=[O:59])=[N:14][C:13]=2[CH:37]=1)#[N:8]. Given the reactants CC(C)([O-])C.[K+].[C:7]([C:9]1[CH:10]=[CH:11][C:12]2[O:16][C:15]([CH2:17][C:18]3[C:26]([O:27][CH3:28])=[CH:25][C:24]([CH3:29])=[C:23]4[C:19]=3[CH:20]=[CH:21][N:22]4[C:30]([O:32][C:33]([CH3:36])([CH3:35])[CH3:34])=[O:31])=[N:14][C:13]=2[CH:37]=1)#[N:8].C1OCCOCCOCCOCCOCCOC1.Br[CH2:57][C:58]([O:60][CH3:61])=[O:59], predict the reaction product.